From a dataset of Full USPTO retrosynthesis dataset with 1.9M reactions from patents (1976-2016). Predict the reactants needed to synthesize the given product. (1) Given the product [Br:17][CH2:14][C:11]1[CH:12]=[CH:13][C:8]([CH:6]([N:1]2[CH:5]=[CH:4][CH:3]=[N:2]2)[CH3:7])=[CH:9][CH:10]=1, predict the reactants needed to synthesize it. The reactants are: [N:1]1([CH:6]([C:8]2[CH:13]=[CH:12][C:11]([CH2:14]O)=[CH:10][CH:9]=2)[CH3:7])[CH:5]=[CH:4][CH:3]=[N:2]1.P(Br)(Br)[Br:17]. (2) The reactants are: Br[C:2]1[CH:3]=[C:4]([C:8]2[C:13]3[S:14][C:15]4[CH:20]=[CH:19][CH:18]=[CH:17][C:16]=4[C:12]=3[CH:11]=[CH:10][CH:9]=2)[CH:5]=[CH:6][CH:7]=1.[CH3:21][C:22]1([CH3:38])[C:26]([CH3:28])([CH3:27])[O:25][B:24]([B:24]2[O:25][C:26]([CH3:28])([CH3:27])[C:22]([CH3:38])([CH3:21])[O:23]2)[O:23]1.C([O-])(=O)C.[K+]. Given the product [CH:11]1[C:12]2[C:16]3[CH:17]=[CH:18][CH:19]=[CH:20][C:15]=3[S:14][C:13]=2[C:8]([C:4]2[CH:3]=[C:2]([B:24]3[O:25][C:26]([CH3:28])([CH3:27])[C:22]([CH3:38])([CH3:21])[O:23]3)[CH:7]=[CH:6][CH:5]=2)=[CH:9][CH:10]=1, predict the reactants needed to synthesize it. (3) Given the product [CH3:30][O:29][C:28]1[CH:27]=[CH:26][C:10]([CH2:11][N:12]2[CH2:17][CH2:16][NH:15][CH2:14][C@@H:13]2[CH3:25])=[CH:9][C:8]=1[C:6]1[CH:5]=[CH:4][N:3]=[C:2]([NH:31][CH2:32][CH2:33][C:34]2[CH:39]=[CH:38][C:37]([OH:40])=[CH:36][CH:35]=2)[N:7]=1, predict the reactants needed to synthesize it. The reactants are: Cl[C:2]1[N:7]=[C:6]([C:8]2[CH:9]=[C:10]([CH:26]=[CH:27][C:28]=2[O:29][CH3:30])[CH2:11][N:12]2[CH2:17][CH2:16][N:15](C(OC(C)(C)C)=O)[CH2:14][C@@H:13]2[CH3:25])[CH:5]=[CH:4][N:3]=1.[NH2:31][CH2:32][CH2:33][C:34]1[CH:39]=[CH:38][C:37]([OH:40])=[CH:36][CH:35]=1.